This data is from Retrosynthesis with 50K atom-mapped reactions and 10 reaction types from USPTO. The task is: Predict the reactants needed to synthesize the given product. (1) Given the product CC1OC(NC(=O)OC(C)(C)C)=NC1=O, predict the reactants needed to synthesize it. The reactants are: CC(C)(C)OC(=O)OC(=O)OC(C)(C)C.CC1OC(N)=NC1=O. (2) Given the product CCOC(=O)C[C@](O)(c1ccc2cc(C(=O)NC)ccc2c1)c1cn(C(c2ccccc2)(c2ccccc2)c2ccccc2)cn1, predict the reactants needed to synthesize it. The reactants are: CCOC(=O)CBr.CNC(=O)c1ccc2cc(C(=O)c3cn(C(c4ccccc4)(c4ccccc4)c4ccccc4)cn3)ccc2c1. (3) Given the product Cc1cc(C)c(OCC(=O)NN)c(Br)c1, predict the reactants needed to synthesize it. The reactants are: COC(=O)COc1c(C)cc(C)cc1Br.NN.